Dataset: Peptide-MHC class I binding affinity with 185,985 pairs from IEDB/IMGT. Task: Regression. Given a peptide amino acid sequence and an MHC pseudo amino acid sequence, predict their binding affinity value. This is MHC class I binding data. (1) The peptide sequence is RLKHIFLIF. The MHC is HLA-B15:17 with pseudo-sequence HLA-B15:17. The binding affinity (normalized) is 0.0847. (2) The peptide sequence is FANHKFTLV. The MHC is HLA-A02:06 with pseudo-sequence HLA-A02:06. The binding affinity (normalized) is 0.874. (3) The binding affinity (normalized) is 0.120. The peptide sequence is IANYNFTLV. The MHC is HLA-A02:01 with pseudo-sequence HLA-A02:01. (4) The peptide sequence is CEKRLLLKL. The MHC is HLA-A30:01 with pseudo-sequence HLA-A30:01. The binding affinity (normalized) is 0.0847. (5) The peptide sequence is GEDDDMLPW. The MHC is HLA-A01:01 with pseudo-sequence HLA-A01:01. The binding affinity (normalized) is 0.0847. (6) The MHC is HLA-B35:01 with pseudo-sequence HLA-B35:01. The binding affinity (normalized) is 0.0847. The peptide sequence is RGRGVAIHR. (7) The peptide sequence is LSPFLPLLPI. The MHC is Patr-B0101 with pseudo-sequence Patr-B0101. The binding affinity (normalized) is 0.773.